The task is: Predict the reactants needed to synthesize the given product.. This data is from Full USPTO retrosynthesis dataset with 1.9M reactions from patents (1976-2016). Given the product [OH:31][C:30]([CH3:32])([CH3:29])[C:10]([C:12]1[CH:13]=[CH:14][CH:15]=[CH:16][CH:17]=1)([S:7]([NH2:6])(=[O:8])=[O:9])[CH3:11], predict the reactants needed to synthesize it. The reactants are: COC1C=C(OC)C=CC=1C[NH:6][S:7]([CH:10]([C:12]1[CH:17]=[CH:16][CH:15]=[CH:14][CH:13]=1)[CH3:11])(=[O:9])=[O:8].C([Li])CCC.[CH3:29][C:30]([CH3:32])=[O:31].FC(F)(F)C(O)=O.